Dataset: Reaction yield outcomes from USPTO patents with 853,638 reactions. Task: Predict the reaction yield, written as a fraction of the theoretical maximum amount of product (1.0 means a 100% yield; for example, 0.34 means a 34% yield). (1) The reactants are [NH2:1][C:2]1[C:18]([F:19])=[CH:17][C:5]([O:6][C:7]2[CH:12]=[CH:11][N:10]=[C:9]([NH:13][C:14](=[O:16])[CH3:15])[N:8]=2)=[C:4]([F:20])[CH:3]=1.[F:21][C:22]1[CH:27]=[CH:26][C:25]([NH:28][C:29]([C:31]2([C:34](O)=[O:35])[CH2:33][CH2:32]2)=[O:30])=[CH:24][CH:23]=1.CN(C(ON1N=NC2C=CC=NC1=2)=[N+](C)C)C.F[P-](F)(F)(F)(F)F.CCN(C(C)C)C(C)C. The catalyst is CN(C=O)C.O. The product is [C:14]([NH:13][C:9]1[N:8]=[C:7]([O:6][C:5]2[C:4]([F:20])=[CH:3][C:2]([NH:1][C:34]([C:31]3([C:29]([NH:28][C:25]4[CH:26]=[CH:27][C:22]([F:21])=[CH:23][CH:24]=4)=[O:30])[CH2:33][CH2:32]3)=[O:35])=[C:18]([F:19])[CH:17]=2)[CH:12]=[CH:11][N:10]=1)(=[O:16])[CH3:15]. The yield is 0.0800. (2) The reactants are [Br:1]N1C(=O)CCC1=O.[F:9][C:10]([F:46])([F:45])[C:11]1[CH:12]=[C:13]([CH:38]=[C:39]([C:41]([F:44])([F:43])[F:42])[CH:40]=1)[CH2:14][N:15]([C:32]1[N:33]=[N:34][N:35]([CH3:37])[N:36]=1)[C@H:16]1[CH2:22][CH2:21][CH2:20][NH:19][C:18]2[CH:23]=[C:24]([C:28]([F:31])([F:30])[F:29])[C:25]([CH3:27])=[CH:26][C:17]1=2. The catalyst is C(O)(=O)C. The product is [F:46][C:10]([F:45])([F:9])[C:11]1[CH:12]=[C:13]([CH:38]=[C:39]([C:41]([F:44])([F:42])[F:43])[CH:40]=1)[CH2:14][N:15]([C@H:16]1[CH2:22][CH2:21][CH2:20][NH:19][C:18]2[C:23]([Br:1])=[C:24]([C:28]([F:29])([F:30])[F:31])[C:25]([CH3:27])=[CH:26][C:17]1=2)[C:32]1[N:33]=[N:34][N:35]([CH3:37])[N:36]=1. The yield is 0.920. (3) The reactants are [O:1]([C:8]1[CH:23]=[CH:22][C:11]([O:12][C:13]2[CH:18]=[CH:17][C:16]([CH2:19][CH2:20][OH:21])=[CH:15][CH:14]=2)=[CH:10][CH:9]=1)[C:2]1[CH:7]=[CH:6][CH:5]=[CH:4][CH:3]=1.C(N(CC)CC)C.[C:31](Cl)(=[O:34])[CH:32]=[CH2:33]. The catalyst is C(Cl)Cl. The product is [C:31]([O:21][CH2:20][CH2:19][C:16]1[CH:17]=[CH:18][C:13]([O:12][C:11]2[CH:22]=[CH:23][C:8]([O:1][C:2]3[CH:3]=[CH:4][CH:5]=[CH:6][CH:7]=3)=[CH:9][CH:10]=2)=[CH:14][CH:15]=1)(=[O:34])[CH:32]=[CH2:33]. The yield is 0.860. (4) The reactants are Cl.[CH3:2][NH:3][CH3:4].C[Al](C)C.[O:9]([C:16]1[CH:17]=[C:18]([N:22]([CH2:30][C:31]2[CH:32]=[C:33]([CH:38]=[CH:39][CH:40]=2)[C:34](OC)=[O:35])[CH2:23][CH:24]([OH:29])[C:25]([F:28])([F:27])[F:26])[CH:19]=[CH:20][CH:21]=1)[C:10]1[CH:15]=[CH:14][CH:13]=[CH:12][CH:11]=1.CN([Al]CCl)C. The catalyst is C1(C)C=CC=CC=1.C(OCC)(=O)C. The product is [CH3:2][N:3]([CH3:4])[C:34](=[O:35])[C:33]1[CH:38]=[CH:39][CH:40]=[C:31]([CH2:30][N:22]([C:18]2[CH:19]=[CH:20][CH:21]=[C:16]([O:9][C:10]3[CH:15]=[CH:14][CH:13]=[CH:12][CH:11]=3)[CH:17]=2)[CH2:23][CH:24]([OH:29])[C:25]([F:28])([F:27])[F:26])[CH:32]=1. The yield is 0.910.